From a dataset of Reaction yield outcomes from USPTO patents with 853,638 reactions. Predict the reaction yield, written as a fraction of the theoretical maximum amount of product (1.0 means a 100% yield; for example, 0.34 means a 34% yield). (1) The reactants are [CH3:1][C:2](=[N:4][OH:5])[CH3:3].CC([O-])(C)C.[K+].C(C1[C:16](F)=[C:17]([F:33])[C:18]([NH:25][C:26]2[CH:31]=[CH:30][CH:29]=[CH:28][C:27]=2[F:32])=[C:19]([CH:24]=1)[C:20]([O:22][CH3:23])=[O:21])(=O)C. The catalyst is C1COCC1. The product is [F:33][C:17]1[C:16]2[O:5][N:4]=[C:2]([CH3:3])[C:1]=2[CH:24]=[C:19]([C:20]([O:22][CH3:23])=[O:21])[C:18]=1[NH:25][C:26]1[CH:31]=[CH:30][CH:29]=[CH:28][C:27]=1[F:32]. The yield is 0.720. (2) The reactants are IC1C2C(=CC(C(F)(F)F)=CC=2)[NH:4][CH:3]=1.[F:15][C:16]1[CH:24]=[C:23]2[C:19]([C:20]([C:25]3[CH:26]=[N:27][N:28]([CH2:30][CH2:31][C:32]([OH:34])=O)[CH:29]=3)=[CH:21][NH:22]2)=[CH:18][CH:17]=1. No catalyst specified. The product is [F:15][C:16]1[CH:24]=[C:23]2[C:19]([C:20]([C:25]3[CH:26]=[N:27][N:28]([CH2:30][CH2:31][C:32]([NH:4][CH3:3])=[O:34])[CH:29]=3)=[CH:21][NH:22]2)=[CH:18][CH:17]=1. The yield is 0.210. (3) The yield is 0.640. The reactants are Br[C:2]1[C:3]([CH3:19])=[N:4][N:5]([CH3:18])[C:6]=1[C:7]1[CH:17]=[CH:16][C:10]2[O:11][CH2:12][C:13](=[O:15])[NH:14][C:9]=2[CH:8]=1.[F:20][C:21]1[CH:26]=[CH:25][C:24](B(O)O)=[CH:23][C:22]=1[CH3:30]. The product is [F:20][C:21]1[CH:26]=[CH:25][C:24]([C:2]2[C:3]([CH3:19])=[N:4][N:5]([CH3:18])[C:6]=2[C:7]2[CH:17]=[CH:16][C:10]3[O:11][CH2:12][C:13](=[O:15])[NH:14][C:9]=3[CH:8]=2)=[CH:23][C:22]=1[CH3:30]. No catalyst specified.